This data is from Full USPTO retrosynthesis dataset with 1.9M reactions from patents (1976-2016). The task is: Predict the reactants needed to synthesize the given product. (1) Given the product [CH:2]([C@@H:3]1[C@@H:11]2[C@@H:6]([S:7][C@@H:8]([CH2:12][CH2:13][CH2:14][C:15]([O:17][CH3:18])=[O:16])[CH2:9][CH2:10]2)[CH2:5][C@H:4]1[O:19][CH:20]1[CH2:25][CH2:24][CH2:23][CH2:22][O:21]1)=[O:1], predict the reactants needed to synthesize it. The reactants are: [OH:1][CH2:2][C@@H:3]1[C@@H:11]2[C@@H:6]([S:7][C@@H:8]([CH2:12][CH2:13][CH2:14][C:15]([O:17][CH3:18])=[O:16])[CH2:9][CH2:10]2)[CH2:5][C@H:4]1[O:19][CH:20]1[CH2:25][CH2:24][CH2:23][CH2:22][O:21]1.C(N(C(C)C)CC)(C)C.N1C=CC=CC=1.S(=O)(=O)=O.O. (2) Given the product [O:1]=[C:2]1[N:6]([CH2:7][C:8]([NH:20][C:21]2[N:26]=[CH:25][C:24]3[CH2:27][C:28]4([CH2:38][C:23]=3[CH:22]=2)[C:36]2[C:31](=[N:32][CH:33]=[CH:34][CH:35]=2)[NH:30][C:29]4=[O:37])=[O:10])[C:5]2[CH:11]=[CH:12][CH:13]=[CH:14][C:4]=2[N:3]1[CH:15]1[CH2:19][CH2:18][O:17][CH2:16]1, predict the reactants needed to synthesize it. The reactants are: [O:1]=[C:2]1[N:6]([CH2:7][C:8]([OH:10])=O)[C:5]2[CH:11]=[CH:12][CH:13]=[CH:14][C:4]=2[N:3]1[CH:15]1[CH2:19][CH2:18][O:17][CH2:16]1.[NH2:20][C:21]1[N:26]=[CH:25][C:24]2[CH2:27][C:28]3([CH2:38][C:23]=2[CH:22]=1)[C:36]1[C:31](=[N:32][CH:33]=[CH:34][CH:35]=1)[NH:30][C:29]3=[O:37].C1CN(C(Cl)=[N+]2CCCC2)CC1.F[P-](F)(F)(F)(F)F.C(N(CC)C(C)C)(C)C.